Dataset: NCI-60 drug combinations with 297,098 pairs across 59 cell lines. Task: Regression. Given two drug SMILES strings and cell line genomic features, predict the synergy score measuring deviation from expected non-interaction effect. (1) Drug 1: CS(=O)(=O)C1=CC(=C(C=C1)C(=O)NC2=CC(=C(C=C2)Cl)C3=CC=CC=N3)Cl. Drug 2: CCCS(=O)(=O)NC1=C(C(=C(C=C1)F)C(=O)C2=CNC3=C2C=C(C=N3)C4=CC=C(C=C4)Cl)F. Cell line: U251. Synergy scores: CSS=14.4, Synergy_ZIP=-3.16, Synergy_Bliss=0.655, Synergy_Loewe=-3.92, Synergy_HSA=-0.131. (2) Drug 1: COC1=CC(=CC(=C1O)OC)C2C3C(COC3=O)C(C4=CC5=C(C=C24)OCO5)OC6C(C(C7C(O6)COC(O7)C8=CC=CS8)O)O. Drug 2: CC1=C2C(C(=O)C3(C(CC4C(C3C(C(C2(C)C)(CC1OC(=O)C(C(C5=CC=CC=C5)NC(=O)C6=CC=CC=C6)O)O)OC(=O)C7=CC=CC=C7)(CO4)OC(=O)C)O)C)OC(=O)C. Cell line: LOX IMVI. Synergy scores: CSS=43.8, Synergy_ZIP=-9.09, Synergy_Bliss=-10.9, Synergy_Loewe=-5.50, Synergy_HSA=-3.55.